From a dataset of Forward reaction prediction with 1.9M reactions from USPTO patents (1976-2016). Predict the product of the given reaction. (1) Given the reactants Br[C:2]1[CH:3]=[C:4]2[C:8](=[C:9]([C:11]([NH2:13])=[O:12])[CH:10]=1)[NH:7][CH:6]=[C:5]2[CH:14]1[CH2:19][CH2:18][S:17](=[O:21])(=[O:20])[CH2:16][CH2:15]1.CC1(C)C(C)(C)OB([C:30]2[CH:31]=[C:32]([CH:35]=O)[S:33][CH:34]=2)O1.[C:38]([O-:41])([O-])=O.[K+].[K+], predict the reaction product. The product is: [O:20]=[S:17]1(=[O:21])[CH2:18][CH2:19][CH:14]([C:5]2[C:4]3[C:8](=[C:9]([C:11]([NH2:13])=[O:12])[CH:10]=[C:2]([C:30]4[CH:31]=[C:32]([CH2:35][N:7]([CH3:8])[CH2:6][CH2:5][O:41][CH3:38])[S:33][CH:34]=4)[CH:3]=3)[NH:7][CH:6]=2)[CH2:15][CH2:16]1. (2) Given the reactants [CH3:1][O:2][C:3]1[CH:4]=[C:5]([C:11]2[N:12]=[C:13]3[C:21]([CH3:22])=[CH:20][C:19]([N:23]4[CH2:32][CH2:31][C:26]5(OCC[O:27]5)[CH2:25][CH2:24]4)=[CH:18][N:14]3[C:15](=[O:17])[CH:16]=2)[CH:6]=[CH:7][C:8]=1[O:9][CH3:10].Cl.C([O-])([O-])=O.[K+].[K+], predict the reaction product. The product is: [CH3:1][O:2][C:3]1[CH:4]=[C:5]([C:11]2[N:12]=[C:13]3[C:21]([CH3:22])=[CH:20][C:19]([N:23]4[CH2:24][CH2:25][C:26](=[O:27])[CH2:31][CH2:32]4)=[CH:18][N:14]3[C:15](=[O:17])[CH:16]=2)[CH:6]=[CH:7][C:8]=1[O:9][CH3:10]. (3) Given the reactants [Cl:1][C:2]1[CH:3]=[C:4]2[C:9](=[CH:10][C:11]=1[C:12](O)=[O:13])[N:8]=[CH:7][N:6]=[C:5]2[NH:15][CH:16]([C:18]1[NH:22][C:21]2[CH:23]=[CH:24][C:25]([Cl:27])=[CH:26][C:20]=2[N:19]=1)[CH3:17].FC1C(OC(N(C)C)=[N+](C)C)=C(F)C(F)=C(F)C=1F.F[P-](F)(F)(F)(F)F.C(N(C(C)C)CC)(C)C.[N:63]1[CH:68]=[CH:67][CH:66]=[C:65]([CH:69]2[CH2:74][CH2:73][CH2:72][CH2:71][NH:70]2)[CH:64]=1, predict the reaction product. The product is: [Cl:1][C:2]1[CH:3]=[C:4]2[C:9](=[CH:10][C:11]=1[C:12]([N:70]1[CH2:71][CH2:72][CH2:73][CH2:74][CH:69]1[C:65]1[CH:64]=[N:63][CH:68]=[CH:67][CH:66]=1)=[O:13])[N:8]=[CH:7][N:6]=[C:5]2[NH:15][CH:16]([C:18]1[NH:22][C:21]2[CH:23]=[CH:24][C:25]([Cl:27])=[CH:26][C:20]=2[N:19]=1)[CH3:17]. (4) Given the reactants [Cl:1][C:2]1[CH:7]=[CH:6][C:5]([CH:8]([C:32]2[CH:37]=[CH:36][C:35]([Cl:38])=[CH:34][CH:33]=2)[C:9]2[CH:10]=[C:11]3[C:16](=[CH:17][CH:18]=2)[N:15]=[C:14](Cl)[N:13]=[C:12]3[NH:20][CH2:21][C:22]2[CH:27]=[CH:26][C:25]([C:28]([F:31])([F:30])[F:29])=[CH:24][CH:23]=2)=[CH:4][CH:3]=1.[O:39]([CH3:41])[Na].CO, predict the reaction product. The product is: [Cl:1][C:2]1[CH:7]=[CH:6][C:5]([CH:8]([C:32]2[CH:37]=[CH:36][C:35]([Cl:38])=[CH:34][CH:33]=2)[C:9]2[CH:10]=[C:11]3[C:16](=[CH:17][CH:18]=2)[N:15]=[C:14]([O:39][CH3:41])[N:13]=[C:12]3[NH:20][CH2:21][C:22]2[CH:27]=[CH:26][C:25]([C:28]([F:31])([F:30])[F:29])=[CH:24][CH:23]=2)=[CH:4][CH:3]=1. (5) Given the reactants [I:1][C:2]1[CH:3]=[C:4]2[CH:10]=[CH:9][NH:8][C:5]2=[N:6][CH:7]=1.[Cl-].[Al+3].[Cl-].[Cl-].[F:15][C:16]1[C:24]([N+:25]([O-:27])=[O:26])=[CH:23][CH:22]=[C:21]([F:28])[C:17]=1[C:18](Cl)=[O:19], predict the reaction product. The product is: [F:15][C:16]1[C:24]([N+:25]([O-:27])=[O:26])=[CH:23][CH:22]=[C:21]([F:28])[C:17]=1[C:18]([C:10]1[C:4]2[C:5](=[N:6][CH:7]=[C:2]([I:1])[CH:3]=2)[NH:8][CH:9]=1)=[O:19]. (6) Given the reactants [Br:1][C:2]1[CH:7]=[CH:6][C:5]([NH:8][C:9]2[CH:14]=[CH:13][C:12]([C:15]([C:17]3[CH:22]=[CH:21][CH:20]=[CH:19][C:18]=3[CH3:23])=[O:16])=[C:11]([Cl:24])[CH:10]=2)=[C:4]([CH2:25][O:26][CH2:27][CH2:28]O)[CH:3]=1.[NH:30]1[C:35](=[O:36])[CH2:34][O:33][CH2:32][C:31]1=[O:37].C1(P(C2C=CC=CC=2)C2C=CC=CC=2)C=CC=CC=1.N(C(OCC)=O)=NC(OCC)=O, predict the reaction product. The product is: [Br:1][C:2]1[CH:7]=[CH:6][C:5]([NH:8][C:9]2[CH:14]=[CH:13][C:12]([C:15]([C:17]3[CH:22]=[CH:21][CH:20]=[CH:19][C:18]=3[CH3:23])=[O:16])=[C:11]([Cl:24])[CH:10]=2)=[C:4]([CH:3]=1)[CH2:25][O:26][CH2:27][CH2:28][N:30]1[C:35](=[O:36])[CH2:34][O:33][CH2:32][C:31]1=[O:37].